This data is from Full USPTO retrosynthesis dataset with 1.9M reactions from patents (1976-2016). The task is: Predict the reactants needed to synthesize the given product. (1) Given the product [C:1]([O:5][C:6]([N:8]1[CH2:13][CH2:12][CH:11]([NH:14][C:26](=[O:27])[C:25]2[CH:24]=[CH:23][C:22]([C:19]([C:17]([O:16][CH3:15])=[O:18])([CH3:21])[CH3:20])=[CH:30][CH:29]=2)[CH2:10][CH2:9]1)=[O:7])([CH3:4])([CH3:2])[CH3:3], predict the reactants needed to synthesize it. The reactants are: [C:1]([O:5][C:6]([N:8]1[CH2:13][CH2:12][CH:11]([NH2:14])[CH2:10][CH2:9]1)=[O:7])([CH3:4])([CH3:3])[CH3:2].[CH3:15][O:16][C:17]([C:19]([C:22]1[CH:30]=[CH:29][C:25]([C:26](O)=[O:27])=[CH:24][CH:23]=1)([CH3:21])[CH3:20])=[O:18].Cl.CN(C)CCCN=C=NCC. (2) Given the product [NH2:1][C:2]1[C:3]([C:18]2[CH:30]=[CH:29][C:21]([C:22]([O:24][C:25]([CH3:27])([CH3:28])[CH3:26])=[O:23])=[C:20]([F:31])[CH:19]=2)=[N:4][C:5]([CH:8]2[CH2:17][CH2:16][C:11](=[O:12])[CH2:10][CH2:9]2)=[CH:6][N:7]=1, predict the reactants needed to synthesize it. The reactants are: [NH2:1][C:2]1[C:3]([C:18]2[CH:30]=[CH:29][C:21]([C:22]([O:24][C:25]([CH3:28])([CH3:27])[CH3:26])=[O:23])=[C:20]([F:31])[CH:19]=2)=[N:4][C:5]([CH:8]2[CH2:17][CH2:16][C:11]3(OCC[O:12]3)[CH2:10][CH2:9]2)=[CH:6][N:7]=1.C(#N)C.Cl.[OH-].[Na+].